This data is from Reaction yield outcomes from USPTO patents with 853,638 reactions. The task is: Predict the reaction yield, written as a fraction of the theoretical maximum amount of product (1.0 means a 100% yield; for example, 0.34 means a 34% yield). (1) The reactants are [CH2:1]([N:8]1[CH:13]=[CH:12][CH:11]=[C:10]([C:14]([NH:16][C@H:17]([CH2:21][CH2:22][CH2:23][NH:24][C:25]([NH:27]S(C2C(C)=C3C(=C(C)C=2C)OC(C)(C)CC3)(=O)=O)=[NH:26])[C:18]([OH:20])=[O:19])=[O:15])[C:9]1=[O:46])[C:2]1[CH:7]=[CH:6][CH:5]=[CH:4][CH:3]=1.O.CC(OC)(C)C.[C:54]([OH:60])([C:56]([F:59])([F:58])[F:57])=[O:55]. No catalyst specified. The product is [CH2:1]([N:8]1[CH:13]=[CH:12][CH:11]=[C:10]([C:14]([NH:16][C@H:17]([CH2:21][CH2:22][CH2:23][NH:24][C:25]([NH2:27])=[NH:26])[C:18]([OH:20])=[O:19])=[O:15])[C:9]1=[O:46])[C:2]1[CH:3]=[CH:4][CH:5]=[CH:6][CH:7]=1.[C:54]([OH:60])([C:56]([F:59])([F:58])[F:57])=[O:55]. The yield is 0.400. (2) The reactants are [CH2:1]([C@H:8]1[CH2:12][O:11][C:10](=[O:13])[N:9]1[C:14](=[O:19])[CH2:15][CH2:16][CH:17]=[CH2:18])[C:2]1[CH:7]=[CH:6][CH:5]=[CH:4][CH:3]=1.C[Si](C)(C)[N-][Si](C)(C)C.[Na+].[CH2:30](Br)[C:31]1[CH:36]=[CH:35][CH:34]=[CH:33][CH:32]=1. The catalyst is C1COCC1. The product is [CH2:1]([C@H:8]1[CH2:12][O:11][C:10](=[O:13])[N:9]1[C:14](=[O:19])[C@@H:15]([CH2:30][C:31]1[CH:36]=[CH:35][CH:34]=[CH:33][CH:32]=1)[CH2:16][CH:17]=[CH2:18])[C:2]1[CH:3]=[CH:4][CH:5]=[CH:6][CH:7]=1. The yield is 0.660. (3) The yield is 0.170. The reactants are [Cl:1][C:2]1[CH:16]=[CH:15][C:5]([CH2:6][O:7][C:8]2[CH:13]=[CH:12][NH:11][C:10](=[O:14])[CH:9]=2)=[CH:4][CH:3]=1.Br[C:18]1[CH:26]=[C:25]2[C:21]([C:22]3[CH2:31][CH2:30][N:29]([CH3:32])[CH2:28][C:23]=3[N:24]2[CH3:27])=[CH:20][CH:19]=1. No catalyst specified. The product is [ClH:1].[Cl:1][C:2]1[CH:16]=[CH:15][C:5]([CH2:6][O:7][C:8]2[CH:13]=[CH:12][N:11]([C:18]3[CH:26]=[C:25]4[C:21]([C:22]5[CH2:31][CH2:30][N:29]([CH3:32])[CH2:28][C:23]=5[N:24]4[CH3:27])=[CH:20][CH:19]=3)[C:10](=[O:14])[CH:9]=2)=[CH:4][CH:3]=1. (4) The reactants are [CH2:1]([O:3][C:4](=[O:8])[C:5](Cl)=[O:6])[CH3:2].[C:9]1([C:16]2[CH:21]=[CH:20][CH:19]=[CH:18][CH:17]=2)[CH:14]=[CH:13][C:12]([NH2:15])=[CH:11][CH:10]=1.CCN(C(C)C)C(C)C. The catalyst is C(Cl)Cl.O. The product is [CH2:1]([O:3][C:4](=[O:8])[C:5]([NH:15][C:12]1[CH:11]=[CH:10][C:9]([C:16]2[CH:21]=[CH:20][CH:19]=[CH:18][CH:17]=2)=[CH:14][CH:13]=1)=[O:6])[CH3:2]. The yield is 0.754. (5) The reactants are [CH3:1][O:2][C:3](=[O:18])[C:4]1[C:5](=[C:10]([CH3:17])[C:11]([CH2:15][CH3:16])=[CH:12][C:13]=1[OH:14])[C:6]([O:8][CH3:9])=[O:7].C(=O)([O-])[O-].[K+].[K+].[CH2:25](Br)[CH:26]=[CH2:27]. The catalyst is CN(C=O)C. The product is [CH3:1][O:2][C:3](=[O:18])[C:4]1[C:5](=[C:10]([CH3:17])[C:11]([CH2:15][CH3:16])=[CH:12][C:13]=1[O:14][CH2:27][CH:26]=[CH2:25])[C:6]([O:8][CH3:9])=[O:7]. The yield is 0.830. (6) The yield is 0.850. The product is [CH3:25][C:26]([CH3:43])([CH2:40][CH:41]=[CH2:42])[CH2:27][O:28][C:29]([NH:31][C@H:32]([C:37]([N:18]1[CH2:17][C@H:16]([O:15][C:13]([N:7]2[CH2:6][C:5]3[C:9](=[CH:10][CH:11]=[CH:12][C:4]=3[CH:2]=[CH2:3])[CH2:8]2)=[O:14])[CH2:20][C@H:19]1[C:21]([O:23][CH3:24])=[O:22])=[O:38])[C:33]([CH3:34])([CH3:35])[CH3:36])=[O:30]. The reactants are Cl.[CH:2]([C:4]1[CH:12]=[CH:11][CH:10]=[C:9]2[C:5]=1[CH2:6][N:7]([C:13]([O:15][C@@H:16]1[CH2:20][C@@H:19]([C:21]([O:23][CH3:24])=[O:22])[NH:18][CH2:17]1)=[O:14])[CH2:8]2)=[CH2:3].[CH3:25][C:26]([CH3:43])([CH2:40][CH:41]=[CH2:42])[CH2:27][O:28][C:29]([NH:31][C@H:32]([C:37](O)=[O:38])[C:33]([CH3:36])([CH3:35])[CH3:34])=[O:30].C(Cl)CCl.C1C=CC2N(O)N=NC=2C=1.CCN(C(C)C)C(C)C. The catalyst is CN(C=O)C.C(OCC)(=O)C.C([O-])(O)=O.[Na+]. (7) The reactants are [NH2:1][C:2]1[CH:3]=[C:4]([CH:21]=[CH:22][CH:23]=1)[O:5][C:6]1[CH:7]=[CH:8][C:9]2[N:10]([CH:12]=[C:13]([NH:15][C:16]([CH:18]3[CH2:20][CH2:19]3)=[O:17])[N:14]=2)[N:11]=1.[NH:24]1[C:32]2[C:27](=[CH:28][CH:29]=[CH:30][CH:31]=2)[C:26]([C:33](O)=[O:34])=[N:25]1.C(Cl)(=O)C(Cl)=O.O1CCCC1. The catalyst is CN(C)C=O.CN1CCCC1=O. The product is [CH:18]1([C:16]([NH:15][C:13]2[N:14]=[C:9]3[CH:8]=[CH:7][C:6]([O:5][C:4]4[CH:3]=[C:2]([NH:1][C:33]([C:26]5[C:27]6[C:32](=[CH:31][CH:30]=[CH:29][CH:28]=6)[NH:24][N:25]=5)=[O:34])[CH:23]=[CH:22][CH:21]=4)=[N:11][N:10]3[CH:12]=2)=[O:17])[CH2:20][CH2:19]1. The yield is 0.680. (8) The reactants are Cl.[Cl:2][C:3]1[CH:4]=[CH:5][C:6]2[N:15]3[C:11](=[N:12][N:13]=[C:14]3[C@H:16]3[CH2:21][CH2:20][C@H:19]([O:22][C:23]4[CH:28]=[CH:27][CH:26]=[CH:25][CH:24]=4)[CH2:18][CH2:17]3)[CH2:10][NH:9][CH2:8][C:7]=2[CH:29]=1.C(N(CC)CC)C.[CH3:37][N:38]([CH3:43])[S:39](Cl)(=[O:41])=[O:40]. The catalyst is ClCCl. The product is [CH3:37][N:38]([CH3:43])[S:39]([N:9]1[CH2:8][C:7]2[CH:29]=[C:3]([Cl:2])[CH:4]=[CH:5][C:6]=2[N:15]2[C:11](=[N:12][N:13]=[C:14]2[C@H:16]2[CH2:17][CH2:18][C@H:19]([O:22][C:23]3[CH:24]=[CH:25][CH:26]=[CH:27][CH:28]=3)[CH2:20][CH2:21]2)[CH2:10]1)(=[O:41])=[O:40]. The yield is 0.580. (9) The reactants are [NH2:1][C:2]1[N:10]=[C:9]2[C:5]([N:6]=[CH:7][N:8]2[C@H:11]2[C@H:16]3[C@H:17]([O:18]CC4C=CC=CC=4)[C@:13]([CH2:26][OH:27])([CH2:14][O:15]3)[O:12]2)=[C:4](Cl)[N:3]=1. The catalyst is CO.O1CCOCC1.[OH-].[OH-].[Pd+2]. The product is [NH2:1][C:2]1[N:10]=[C:9]2[C:5]([N:6]=[CH:7][N:8]2[C@H:11]2[C@H:16]3[C@H:17]([OH:18])[C@:13]([CH2:26][OH:27])([CH2:14][O:15]3)[O:12]2)=[CH:4][N:3]=1. The yield is 0.890.